Dataset: Catalyst prediction with 721,799 reactions and 888 catalyst types from USPTO. Task: Predict which catalyst facilitates the given reaction. (1) Reactant: [CH2:1]([O:3][C:4](=[O:12])[CH2:5][N:6]1[CH:10]=[CH:9][C:8]([NH2:11])=[N:7]1)[CH3:2].[Cl:13][C:14]1[S:18][C:17]([C:19](O)=[O:20])=[CH:16][CH:15]=1. Product: [CH2:1]([O:3][C:4](=[O:12])[CH2:5][N:6]1[CH:10]=[CH:9][C:8]([NH:11][C:19]([C:17]2[S:18][C:14]([Cl:13])=[CH:15][CH:16]=2)=[O:20])=[N:7]1)[CH3:2]. The catalyst class is: 1. (2) Reactant: [NH2:1][C:2]1[CH:3]=[C:4]([C:28]2[CH:33]=[CH:32][C:31]([O:34][CH3:35])=[CH:30][CH:29]=2)[CH:5]=[CH:6][C:7]=1[C:8]([NH:10][C@H:11]([C:18]([O:20][CH2:21][C:22]1[CH:27]=[CH:26][CH:25]=[CH:24][CH:23]=1)=[O:19])[CH2:12][C:13]([O:15][CH2:16][CH3:17])=[O:14])=[O:9].[Br:36][C:37]1[CH:38]=[C:39]([CH3:47])[C:40]([N:44]=[C:45]=[O:46])=[C:41]([CH3:43])[CH:42]=1. Product: [Br:36][C:37]1[CH:42]=[C:41]([CH3:43])[C:40]([NH:44][C:45]([NH:1][C:2]2[CH:3]=[C:4]([C:28]3[CH:29]=[CH:30][C:31]([O:34][CH3:35])=[CH:32][CH:33]=3)[CH:5]=[CH:6][C:7]=2[C:8]([NH:10][C@H:11]([C:18]([O:20][CH2:21][C:22]2[CH:23]=[CH:24][CH:25]=[CH:26][CH:27]=2)=[O:19])[CH2:12][C:13]([O:15][CH2:16][CH3:17])=[O:14])=[O:9])=[O:46])=[C:39]([CH3:47])[CH:38]=1. The catalyst class is: 17. (3) Reactant: Cl[CH2:2][CH:3]1[CH2:8][CH2:7][CH2:6][N:5]([CH3:9])[CH2:4]1.[CH3:10][NH2:11]. Product: [CH3:10][NH:11][CH2:2][CH:3]1[CH2:8][CH2:7][CH2:6][N:5]([CH3:9])[CH2:4]1. The catalyst class is: 8.